This data is from Catalyst prediction with 721,799 reactions and 888 catalyst types from USPTO. The task is: Predict which catalyst facilitates the given reaction. (1) Reactant: [NH2:1][CH2:2][C:3]1[CH:28]=[C:27]([F:29])[CH:26]=[CH:25][C:4]=1[CH2:5][O:6][C:7]1[CH2:12][CH:11]([CH3:13])[N:10]([CH2:14][C:15]2[CH:20]=[CH:19][C:18]([O:21][CH3:22])=[CH:17][CH:16]=2)[C:9](=[O:23])[C:8]=1[Cl:24].C(N(CC)CC)C.[C:37]([C:41]1[CH:45]=[C:44]([NH:46][C:47](=O)[O:48]C2C=CC=CC=2)[N:43]([C:56]2[CH:61]=[CH:60][C:59]([Cl:62])=[C:58]([OH:63])[CH:57]=2)[N:42]=1)([CH3:40])([CH3:39])[CH3:38].[F-].C([N+](CCCC)(CCCC)CCCC)CCC. Product: [C:37]([C:41]1[CH:45]=[C:44]([NH:46][C:47]([NH:1][CH2:2][C:3]2[CH:28]=[C:27]([F:29])[CH:26]=[CH:25][C:4]=2[CH2:5][O:6][C:7]2[CH:12]=[C:11]([CH3:13])[N:10]([CH2:14][C:15]3[CH:20]=[CH:19][C:18]([O:21][CH3:22])=[CH:17][CH:16]=3)[C:9](=[O:23])[C:8]=2[Cl:24])=[O:48])[N:43]([C:56]2[CH:61]=[CH:60][C:59]([Cl:62])=[C:58]([OH:63])[CH:57]=2)[N:42]=1)([CH3:40])([CH3:38])[CH3:39]. The catalyst class is: 1. (2) Reactant: C([O:8][CH2:9][C@H:10]1[C@@H:14]([O:15][Si:16]([C:19]([CH3:22])([CH3:21])[CH3:20])([CH3:18])[CH3:17])[CH2:13][C@H:12]([NH:23][C:24]2[N:29]=[C:28]([NH:30][C@@H:31]3[C:39]4[C:34](=[CH:35][CH:36]=[CH:37][CH:38]=4)[CH2:33][C@@H:32]3[O:40][CH3:41])[N:27]=[C:26](Cl)[N:25]=2)[CH2:11]1)C1C=CC=CC=1.C([O-])(O)=O.[Na+]. Product: [Si:16]([O:15][C@H:14]1[CH2:13][C@H:12]([NH:23][C:24]2[N:29]=[C:28]([NH:30][C@@H:31]3[C:39]4[C:34](=[CH:35][CH:36]=[CH:37][CH:38]=4)[CH2:33][C@@H:32]3[O:40][CH3:41])[N:27]=[CH:26][N:25]=2)[CH2:11][C@H:10]1[CH2:9][OH:8])([C:19]([CH3:22])([CH3:21])[CH3:20])([CH3:18])[CH3:17]. The catalyst class is: 687. (3) Reactant: [S:1]([O-:4])([O-:3])=[O:2].[Na+:5].[Na+].Br[CH2:8][C:9]1[C:13]2[CH:14]=[CH:15][CH:16]=[CH:17][C:12]=2[O:11][N:10]=1. Product: [O:11]1[C:12]2[CH:17]=[CH:16][CH:15]=[CH:14][C:13]=2[C:9]([CH2:8][S:1]([O-:4])(=[O:3])=[O:2])=[N:10]1.[Na+:5]. The catalyst class is: 72. (4) Reactant: Br[CH2:2][CH2:3][CH2:4][C:5]([NH:7][CH:8]1[CH:13]=[C:12]([C:14]([O:16][C:17]([CH3:20])([CH3:19])[CH3:18])=[O:15])[CH:11]=[CH:10][N:9]1OC)=[O:6].C1CCN2C(=NCCC2)CC1.C(O)(=O)C[C:36](CC(O)=O)(C(O)=O)[OH:37]. Product: [CH3:36][O:37][C:10]1[CH:11]=[C:12]([C:14]([O:16][C:17]([CH3:18])([CH3:19])[CH3:20])=[O:15])[CH:13]=[C:8]([N:7]2[CH2:2][CH2:3][CH2:4][C:5]2=[O:6])[N:9]=1. The catalyst class is: 12. (5) The catalyst class is: 11. Product: [N+:12]([C:15]1[CH:20]=[CH:19][C:18]2[CH2:21][O:10][C:3]3([O:24][CH2:23][C:17]=2[CH:16]=1)[C:4]1[C:5](=[N:6][CH:7]=[CH:8][CH:9]=1)[NH:1][C:2]3=[O:11])([O-:14])=[O:13]. Reactant: [NH:1]1[C:5]2=[N:6][CH:7]=[CH:8][CH:9]=[C:4]2[C:3](=[O:10])[C:2]1=[O:11].[N+:12]([C:15]1[CH:20]=[CH:19][C:18]([CH2:21]O)=[C:17]([CH2:23][OH:24])[CH:16]=1)([O-:14])=[O:13].C1(C)C=CC(S(O)(=O)=O)=CC=1.O. (6) Reactant: [C:1]1([C:7]2[CH:12]=[C:11]([C:13]3[NH:17][N:16]=[N:15][N:14]=3)[CH:10]=[CH:9][C:8]=2[NH:18][C:19]([C:21]2[NH:22][C:23]([C:26]#[N:27])=[CH:24][N:25]=2)=[O:20])[CH2:6][CH2:5][CH2:4][CH2:3][CH:2]=1.C([O-])([O-])=O.[K+].[K+].Cl.Cl[CH2:36][CH2:37][N:38]([CH3:40])[CH3:39].Cl[CH2:42][CH2:43][N:44]([CH3:46])[CH3:45].CCN(C(C)C)C(C)C. Product: [C:1]1([C:7]2[CH:12]=[C:11]([C:13]3[N:17]([CH2:36][CH2:37][N:38]([CH3:40])[CH3:39])[N:16]=[N:15][N:14]=3)[CH:10]=[CH:9][C:8]=2[NH:18][C:19]([C:21]2[N:22]([CH2:42][CH2:43][N:44]([CH3:46])[CH3:45])[C:23]([C:26]#[N:27])=[CH:24][N:25]=2)=[O:20])[CH2:6][CH2:5][CH2:4][CH2:3][CH:2]=1. The catalyst class is: 31. (7) Reactant: N(C(OCC)=O)=NC(OCC)=O.[CH2:13]([N:15]1[C:21]2[N:22]=[CH:23][C:24]([CH2:26][CH2:27][OH:28])=[CH:25][C:20]=2[C:19](=[O:29])[N:18]([CH3:30])[C:17]2[CH:31]=[CH:32][C:33]([F:35])=[N:34][C:16]1=2)[CH3:14].O[C:37]1[C:46]2[C:41](=[CH:42][CH:43]=[CH:44][CH:45]=2)[N:40]=[CH:39][CH:38]=1.C1C=CC(P(C2C=CC=CC=2)C2C=CC=CC=2)=CC=1. Product: [CH2:13]([N:15]1[C:21]2[N:22]=[CH:23][C:24]([CH2:26][CH2:27][O:28][C:37]3[C:46]4[C:41](=[CH:42][CH:43]=[CH:44][CH:45]=4)[N:40]=[CH:39][CH:38]=3)=[CH:25][C:20]=2[C:19](=[O:29])[N:18]([CH3:30])[C:17]2[CH:31]=[CH:32][C:33]([F:35])=[N:34][C:16]1=2)[CH3:14]. The catalyst class is: 1.